Dataset: Reaction yield outcomes from USPTO patents with 853,638 reactions. Task: Predict the reaction yield, written as a fraction of the theoretical maximum amount of product (1.0 means a 100% yield; for example, 0.34 means a 34% yield). The reactants are [CH2:1]([NH2:5])[CH2:2][CH2:3][CH3:4].[CH3:6][CH2:7][CH2:8][CH2:9][CH2:10][CH3:11].[C:12]([O:15]CC)(=[O:14])C. No catalyst specified. The product is [CH2:1]([NH:5][C:12](=[O:14])[O:15][C:8]1[CH:7]=[CH:6][CH:11]=[CH:10][CH:9]=1)[CH2:2][CH2:3][CH3:4]. The yield is 0.720.